From a dataset of P-glycoprotein inhibition data for predicting drug efflux from Broccatelli et al.. Regression/Classification. Given a drug SMILES string, predict its absorption, distribution, metabolism, or excretion properties. Task type varies by dataset: regression for continuous measurements (e.g., permeability, clearance, half-life) or binary classification for categorical outcomes (e.g., BBB penetration, CYP inhibition). Dataset: pgp_broccatelli. (1) The drug is CC1(C)O[C@@H]2C[C@@H]3[C@H]4C[C@@H](F)C5=CC(=O)C=C[C@@]5(C)[C@@H]4[C@@H](O)C[C@]3(C)[C@@]2(C(=O)CO)O1. The result is 0 (non-inhibitor). (2) The compound is Nc1nc(N(CCO)CCO)nc2c(N)nc(N(CCO)CCO)nc12. The result is 0 (non-inhibitor). (3) The compound is CO[C@H](CCc1ccccc1)c1ccccc1OC[C@H](O)CN1CCCCC1. The result is 1 (inhibitor). (4) The drug is CC(=O)Nc1ccc(OC[C@H](O)CNC(C)C)c(C(C)=O)c1. The result is 0 (non-inhibitor). (5) The compound is O=C(O)[C@@H]1[C@H]2C[C@@H]3c4[nH]c5ccccc5c4CCN3C[C@@H]2CC[C@H]1O. The result is 0 (non-inhibitor). (6) The molecule is COc1cc2c(cc1OC)CN(CCc1ccc(NC(=O)c3cccc4c(=O)c5cccc(OC)c5[nH]c34)cc1)CC2. The result is 1 (inhibitor).